Dataset: Peptide-MHC class I binding affinity with 185,985 pairs from IEDB/IMGT. Task: Regression. Given a peptide amino acid sequence and an MHC pseudo amino acid sequence, predict their binding affinity value. This is MHC class I binding data. The peptide sequence is NHDGIQAGV. The MHC is HLA-A02:11 with pseudo-sequence HLA-A02:11. The binding affinity (normalized) is 0.0847.